From a dataset of Forward reaction prediction with 1.9M reactions from USPTO patents (1976-2016). Predict the product of the given reaction. (1) Given the reactants [C:1]([C:3]1[CH:4]=[C:5]([C:16](=[O:25])[C:17]2[CH:22]=[CH:21][C:20]([O:23][CH3:24])=[CH:19][CH:18]=2)[N:6]2[C:15]3[C:10](=[CH:11][CH:12]=[CH:13][CH:14]=3)[CH:9]=[CH:8][C:7]=12)#[N:2].[BH4-].[Na+].Cl, predict the reaction product. The product is: [C:1]([C:3]1[CH:4]=[C:5]([CH:16]([OH:25])[C:17]2[CH:18]=[CH:19][C:20]([O:23][CH3:24])=[CH:21][CH:22]=2)[N:6]2[C:15]3[C:10](=[CH:11][CH:12]=[CH:13][CH:14]=3)[CH:9]=[CH:8][C:7]=12)#[N:2]. (2) Given the reactants [CH2:1]([O:3][C:4](=[O:14])[C:5]1[C:10]([Cl:11])=[CH:9][CH:8]=[C:7]([NH2:12])[C:6]=1[F:13])[CH3:2].[CH2:15]([S:18](Cl)(=[O:20])=[O:19])[CH2:16][CH3:17].O, predict the reaction product. The product is: [CH2:1]([O:3][C:4](=[O:14])[C:5]1[C:10]([Cl:11])=[CH:9][CH:8]=[C:7]([NH:12][S:18]([CH2:15][CH2:16][CH3:17])(=[O:20])=[O:19])[C:6]=1[F:13])[CH3:2]. (3) Given the reactants [OH:1][C:2]1[CH:7]=[CH:6][C:5]([C:8]([C:10]2[CH:15]=[CH:14][C:13]([OH:16])=[CH:12][CH:11]=2)=O)=[CH:4][CH:3]=1.[C:17]([C:21]1[CH:22]=[C:23]([O:27][CH2:28][CH2:29][CH2:30][C:31]([O:33][CH2:34][CH3:35])=[O:32])[CH:24]=[CH:25][CH:26]=1)(=O)[CH2:18][CH3:19], predict the reaction product. The product is: [CH2:18]([C:17]([C:21]1[CH:22]=[C:23]([O:27][CH2:28][CH2:29][CH2:30][C:31]([O:33][CH2:34][CH3:35])=[O:32])[CH:24]=[CH:25][CH:26]=1)=[C:8]([C:10]1[CH:15]=[CH:14][C:13]([OH:16])=[CH:12][CH:11]=1)[C:5]1[CH:6]=[CH:7][C:2]([OH:1])=[CH:3][CH:4]=1)[CH3:19]. (4) Given the reactants [CH3:1][O:2][C:3](=[O:32])[CH2:4][O:5][C:6]1[CH:11]=[C:10]([CH:12]=[CH2:13])[C:9]([O:14][CH2:15][C:16]2[S:17][CH:18]=[C:19]([C:21]3[CH:26]=[CH:25][C:24]([C:27]([F:30])([F:29])[F:28])=[CH:23][CH:22]=3)[N:20]=2)=[CH:8][C:7]=1[CH3:31].C1CC=CCC=1, predict the reaction product. The product is: [CH3:1][O:2][C:3](=[O:32])[CH2:4][O:5][C:6]1[CH:11]=[C:10]([CH2:12][CH3:13])[C:9]([O:14][CH2:15][C:16]2[S:17][CH:18]=[C:19]([C:21]3[CH:26]=[CH:25][C:24]([C:27]([F:28])([F:30])[F:29])=[CH:23][CH:22]=3)[N:20]=2)=[CH:8][C:7]=1[CH3:31].